From a dataset of Catalyst prediction with 721,799 reactions and 888 catalyst types from USPTO. Predict which catalyst facilitates the given reaction. (1) Reactant: C(Cl)Cl.O.O.O.O.O.O.[N+:10]([O-:13])([O-:12])=[O:11].[Mn+2:14].[N+:15]([O-:18])([O-:17])=[O:16]. Product: [N+:10]([O-:13])([O-:12])=[O:11].[Mn+2:14].[N+:15]([O-:18])([O-:17])=[O:16]. The catalyst class is: 5. (2) Reactant: [CH3:1][S:2][C:3]1[CH:8]=[C:7]([N:9]2[CH2:13][CH2:12][CH2:11][CH2:10]2)[CH:6]=[CH:5][C:4]=1[C:14](=[S:16])[NH2:15].[CH:17]12[O:23][CH:22]1[CH2:21][CH2:20][CH2:19][C:18]2=O. Product: [CH3:1][S:2][C:3]1[CH:8]=[C:7]([N:9]2[CH2:10][CH2:11][CH2:12][CH2:13]2)[CH:6]=[CH:5][C:4]=1[C:14]1[S:16][C:21]2[CH:22]([OH:23])[CH2:17][CH2:18][CH2:19][C:20]=2[N:15]=1. The catalyst class is: 8. (3) Reactant: [CH2:1]1[C:9]2[C:4](=[CH:5][C:6]([C:10]3[S:11][C:12]4[C:17]([N:18]=3)=[CH:16][CH:15]=[C:14]([C:19]3([C:22]5[CH:27]=[CH:26][CH:25]=[CH:24][CH:23]=5)[CH2:21][CH2:20]3)[N:13]=4)=[CH:7][CH:8]=2)[CH2:3][NH:2]1.C(N(C(C)C)CC)(C)C.Br[CH2:38][C:39]([O:41][CH3:42])=[O:40]. Product: [C:22]1([C:19]2([C:14]3[N:13]=[C:12]4[S:11][C:10]([C:6]5[CH:5]=[C:4]6[C:9](=[CH:8][CH:7]=5)[CH2:1][N:2]([CH2:38][C:39]([O:41][CH3:42])=[O:40])[CH2:3]6)=[N:18][C:17]4=[CH:16][CH:15]=3)[CH2:20][CH2:21]2)[CH:23]=[CH:24][CH:25]=[CH:26][CH:27]=1. The catalyst class is: 2.